Task: Predict the reaction yield, written as a fraction of the theoretical maximum amount of product (1.0 means a 100% yield; for example, 0.34 means a 34% yield).. Dataset: Reaction yield outcomes from USPTO patents with 853,638 reactions (1) The yield is 0.200. The catalyst is Cl[Pd](Cl)([P](C1C=CC=CC=1)(C1C=CC=CC=1)C1C=CC=CC=1)[P](C1C=CC=CC=1)(C1C=CC=CC=1)C1C=CC=CC=1.[Cu](I)I.CN(C)C=O. The reactants are B1([C:15]2[N:20]=[CH:19][CH:18]=[CH:17][CH:16]=2)OCCN(C2C=CC=CC=2)CCO1.[Cl:21][C:22]1[N:27]=[C:26](Cl)[CH:25]=[CH:24][N:23]=1.P([O-])([O-])([O-])=O.[K+].[K+].[K+]. The product is [Cl:21][C:22]1[N:27]=[C:26]([C:15]2[CH:16]=[CH:17][CH:18]=[CH:19][N:20]=2)[CH:25]=[CH:24][N:23]=1. (2) The reactants are [F:1][C:2]([F:17])([C:8]1[CH:13]=[CH:12][C:11]([S:14]C#N)=[CH:10][N:9]=1)[C:3]([O:5][CH2:6][CH3:7])=[O:4].[F:18][C:19]([Si](C)(C)C)([F:21])[F:20].[F-].C([N+](CCCC)(CCCC)CCCC)CCC. The catalyst is O1CCCC1. The product is [F:17][C:2]([F:1])([C:8]1[CH:13]=[CH:12][C:11]([S:14][C:19]([F:21])([F:20])[F:18])=[CH:10][N:9]=1)[C:3]([O:5][CH2:6][CH3:7])=[O:4]. The yield is 0.210. (3) The reactants are [Cl:1][C:2]1[CH:7]=[CH:6][C:5]([N:8]2[CH2:17][C:16]3[C:12]4=[C:13]([C:23](=[O:27])[N:24]([CH3:26])[CH:25]=[C:11]4[C:10]4[CH:28]=[C:29]([CH2:32][S:33]([CH3:36])(=[O:35])=[O:34])[CH:30]=[CH:31][C:9]2=4)[NH:14][C:15]=3[C:18]([O:20]CC)=[O:19])=[CH:4][CH:3]=1.[Li+].[OH-]. The catalyst is O1CCOCC1. The product is [Cl:1][C:2]1[CH:7]=[CH:6][C:5]([N:8]2[CH2:17][C:16]3[C:12]4=[C:13]([C:23](=[O:27])[N:24]([CH3:26])[CH:25]=[C:11]4[C:10]4[CH:28]=[C:29]([CH2:32][S:33]([CH3:36])(=[O:35])=[O:34])[CH:30]=[CH:31][C:9]2=4)[NH:14][C:15]=3[C:18]([OH:20])=[O:19])=[CH:4][CH:3]=1. The yield is 0.750. (4) The reactants are [N+:1]([C:4]1[C:12]2[S:11][C:10]([NH:13][CH:14]([C:16]3[CH:21]=[CH:20][CH:19]=[CH:18][CH:17]=3)[CH3:15])=[N:9][C:8]=2[CH:7]=[CH:6][CH:5]=1)([O-])=O.C(=O)(O)[O-].[Na+]. The catalyst is CN(C=O)C. The product is [C:16]1([CH:14]([NH:13][C:10]2[S:11][C:12]3[C:4]([NH2:1])=[CH:5][CH:6]=[CH:7][C:8]=3[N:9]=2)[CH3:15])[CH:17]=[CH:18][CH:19]=[CH:20][CH:21]=1. The yield is 0.110.